Regression/Classification. Given a drug SMILES string, predict its toxicity properties. Task type varies by dataset: regression for continuous values (e.g., LD50, hERG inhibition percentage) or binary classification for toxic/non-toxic outcomes (e.g., AMES mutagenicity, cardiotoxicity, hepatotoxicity). Dataset: clintox. From a dataset of Clinical trial toxicity outcomes and FDA approval status for drugs. (1) The result is 1 (failed clinical trial for toxicity). The drug is N.N.O=C(O)C1(C(=O)O)CCC1.[Pt]. (2) The result is 0 (passed clinical trial). The molecule is C[NH+](CCOc1ccc(NS(C)(=O)=O)cc1)CCc1ccc(NS(C)(=O)=O)cc1. (3) The compound is Cc1ccc(-n2[nH]c(C)c(N/N=C3\C=CC=C(c4cccc(C(=O)[O-])c4)C3=O)c2=O)cc1C. The result is 0 (passed clinical trial). (4) The drug is CO[C@@]1(NC(=O)C2SC(=C(C(N)=O)C(=O)[O-])S2)C(=O)N2C(C(=O)[O-])=C(CSc3nnnn3C)CS[C@@H]21. The result is 0 (passed clinical trial). (5) The drug is CCCN(CCC)S(=O)(=O)c1ccc(C(=O)[O-])cc1. The result is 0 (passed clinical trial). (6) The compound is OCC(S)CS. The result is 0 (passed clinical trial). (7) The drug is O=S(=O)([O-])O[C@H]1[C@H](O)CO[C@@H](O[C@@H]2CO[C@@H](O)[C@H](OS(=O)(=O)[O-])[C@H]2OS(=O)(=O)[O-])[C@@H]1OS(=O)(=O)[O-]. The result is 0 (passed clinical trial). (8) The drug is CCCCCCCCCCCCCCOS(=O)(=O)[O-]. The result is 0 (passed clinical trial). (9) The compound is Clc1cccc(Cl)c1NC1=[NH+]CCN1. The result is 0 (passed clinical trial).